This data is from Reaction yield outcomes from USPTO patents with 853,638 reactions. The task is: Predict the reaction yield, written as a fraction of the theoretical maximum amount of product (1.0 means a 100% yield; for example, 0.34 means a 34% yield). (1) The reactants are ClC(Cl)(O[C:5](=[O:11])OC(Cl)(Cl)Cl)Cl.[NH2:13][C:14]1[C:15]2[CH2:26][N:25]([C:27]([O:29][C:30]([CH3:33])([CH3:32])[CH3:31])=[O:28])[C:24]([CH3:35])([CH3:34])[C:16]=2[N:17]([C:19]([O:21][CH2:22][CH3:23])=[O:20])[N:18]=1.C(N(CC)C(C)C)(C)C.[NH:45]1[CH2:50][CH2:49][CH2:48][CH2:47][CH2:46]1. The catalyst is O1CCCC1.CCOC(C)=O.CCCCCC. The product is [N:45]1([C:5]([NH:13][C:14]2[C:15]3[CH2:26][N:25]([C:27]([O:29][C:30]([CH3:33])([CH3:32])[CH3:31])=[O:28])[C:24]([CH3:34])([CH3:35])[C:16]=3[N:17]([C:19]([O:21][CH2:22][CH3:23])=[O:20])[N:18]=2)=[O:11])[CH2:50][CH2:49][CH2:48][CH2:47][CH2:46]1. The yield is 0.720. (2) The reactants are [C:1]([O:5][C:6]([NH:8][C:9]1[CH2:10][C:11]([C:33]([O:35]CC)=[O:34])=[CH:12][C:13]2[CH:19]=[CH:18][C:17]([C:20]3[CH:25]=[CH:24][C:23]([C:26]([N:28]4[CH2:32][CH2:31][CH2:30][CH2:29]4)=[O:27])=[CH:22][CH:21]=3)=[CH:16][C:14]=2[N:15]=1)=[O:7])([CH3:4])([CH3:3])[CH3:2].[Li+].[OH-].P(=O)(O)(O)O.C(Cl)Cl. The catalyst is C1COCC1.CCO.O. The product is [C:1]([O:5][C:6]([NH:8][C:9]1[CH2:10][C:11]([C:33]([OH:35])=[O:34])=[CH:12][C:13]2[CH:19]=[CH:18][C:17]([C:20]3[CH:21]=[CH:22][C:23]([C:26]([N:28]4[CH2:29][CH2:30][CH2:31][CH2:32]4)=[O:27])=[CH:24][CH:25]=3)=[CH:16][C:14]=2[N:15]=1)=[O:7])([CH3:4])([CH3:2])[CH3:3]. The yield is 0.900. (3) The reactants are C(OC([N:8]1[CH2:13][CH2:12][C:11]2[N:14]([CH2:25][CH:26]([OH:42])[CH2:27][N:28]3[CH2:33][CH2:32][N:31]([C:34]4[CH:39]=[CH:38][CH:37]=[CH:36][C:35]=4[C:40]#[N:41])[CH2:30][CH2:29]3)[N:15]=[C:16]([C:17]3[CH:22]=[CH:21][C:20]([Cl:23])=[C:19]([CH3:24])[CH:18]=3)[C:10]=2[CH2:9]1)=O)(C)(C)C.C(Cl)Cl. The catalyst is FC(F)(F)C(O)=O. The product is [Cl:23][C:20]1[CH:21]=[CH:22][C:17]([C:16]2[C:10]3[CH2:9][NH:8][CH2:13][CH2:12][C:11]=3[N:14]([CH2:25][CH:26]([OH:42])[CH2:27][N:28]3[CH2:33][CH2:32][N:31]([C:34]4[CH:39]=[CH:38][CH:37]=[CH:36][C:35]=4[C:40]#[N:41])[CH2:30][CH2:29]3)[N:15]=2)=[CH:18][C:19]=1[CH3:24]. The yield is 0.990. (4) The reactants are I[C:2]1[CH:7]=[CH:6][C:5]([C:8]([F:11])([F:10])[F:9])=[CH:4][CH:3]=1.[PH2:12]([O-:14])=[O:13].[NH3+][C:16]1C=CC=C[CH:17]=1.NCCC[Si](OCC)(OCC)OCC.C1(P(C2C=CC=CC=2)CCCP(C2C=CC=CC=2)C2C=CC=CC=2)C=CC=CC=1. The catalyst is C(#N)C.C(OCC)(=O)C.Cl.C([O-])(=O)C.[Pd+2].C([O-])(=O)C. The product is [F:9][C:8]([F:11])([F:10])[C:5]1[CH:6]=[CH:7][C:2]([PH:12](=[O:14])[O:13][CH2:16][CH3:17])=[CH:3][CH:4]=1. The yield is 0.280.